This data is from Experimentally validated miRNA-target interactions with 360,000+ pairs, plus equal number of negative samples. The task is: Binary Classification. Given a miRNA mature sequence and a target amino acid sequence, predict their likelihood of interaction. The miRNA is mmu-miR-698-3p with sequence CAUUCUCGUUUCCUUCCCU. The protein sequence of the target gene is MASSTPSPATSSNAGADPNTTNLRPTTYDTWCGVAHGCTRKLGLKICGFLQRTNSLEEKSRLVSAFRERQSSKNLLSCENSDQGARFRRTETDFSNLFAQDLLPAKNGEEQTAQFLLEVVDILLNYVRKTFDRSTKVLDFHHPHQLLEGMEGFNLELSDHPESLEQILVDCRDTLKYGVRTGHPRFFNQLSTGLDIIGLAGEWLTSTANTNMFTYEIAPVFVLMEQITLKKMREIVGWSNKDGDGIFSPGGAISNMYSIMAARYKYFPEVKTKGMAAVPKLVLFTSEHSHYSIKKAGAAL.... Result: 0 (no interaction).